Task: Predict the reaction yield, written as a fraction of the theoretical maximum amount of product (1.0 means a 100% yield; for example, 0.34 means a 34% yield).. Dataset: Reaction yield outcomes from USPTO patents with 853,638 reactions (1) The reactants are [N:1]1[NH:2][N:3]=[N:4][C:5]=1[C:6]1[CH:7]=[C:8]2[C:12](=[CH:13][CH:14]=1)[NH:11][N:10]=[C:9]2[C:15]1[CH:20]=[CH:19][CH:18]=[CH:17][C:16]=1[O:21]C. The catalyst is B(Br)(Br)Br. The product is [N:4]1[NH:3][N:2]=[N:1][C:5]=1[C:6]1[CH:7]=[C:8]2[C:12](=[CH:13][CH:14]=1)[NH:11][N:10]=[C:9]2[C:15]1[CH:20]=[CH:19][CH:18]=[CH:17][C:16]=1[OH:21]. The yield is 0.0600. (2) The reactants are C[O:2][C:3]([C:5]1([C:8]2[CH:13]=[CH:12][C:11]([C:14]3[CH:19]=[CH:18][C:17]([C:20]4[N:21]([CH3:38])[N:22]=[C:23]([CH3:37])[C:24]=4[NH:25][C:26]([O:28][C@@H:29]([C:31]4[CH:36]=[CH:35][CH:34]=[CH:33][CH:32]=4)[CH3:30])=[O:27])=[CH:16][CH:15]=3)=[CH:10][CH:9]=2)[CH2:7][CH2:6]1)=[O:4].[Li+].[OH-]. The catalyst is C1COCC1.O. The product is [CH3:38][N:21]1[C:20]([C:17]2[CH:18]=[CH:19][C:14]([C:11]3[CH:10]=[CH:9][C:8]([C:5]4([C:3]([OH:4])=[O:2])[CH2:7][CH2:6]4)=[CH:13][CH:12]=3)=[CH:15][CH:16]=2)=[C:24]([NH:25][C:26]([O:28][C@@H:29]([C:31]2[CH:36]=[CH:35][CH:34]=[CH:33][CH:32]=2)[CH3:30])=[O:27])[C:23]([CH3:37])=[N:22]1. The yield is 0.320. (3) The reactants are [CH2:1]([N:3]1[C:12]2[C:7](=[CH:8][C:9]([F:19])=[C:10]([N:13]3[CH2:18][CH2:17][NH:16][CH2:15][CH2:14]3)[CH:11]=2)[C:6](=[O:20])[C:5]([C:21]([OH:23])=[O:22])=[CH:4]1)[CH3:2].C(N([CH2:29][CH3:30])CC)C.C([CH:33](Cl)[C:34]1[CH:39]=[CH:38][CH:37]=[CH:36][CH:35]=1)=C. The catalyst is O. The product is [CH2:1]([N:3]1[C:12]2[C:7](=[CH:8][C:9]([F:19])=[C:10]([N:13]3[CH2:18][CH2:17][N:16]([CH2:33][C:34]4[CH:39]=[CH:38][C:37]([CH:29]=[CH2:30])=[CH:36][CH:35]=4)[CH2:15][CH2:14]3)[CH:11]=2)[C:6](=[O:20])[C:5]([C:21]([OH:23])=[O:22])=[CH:4]1)[CH3:2]. The yield is 0.919. (4) The reactants are [CH3:1][C:2]1[N:7]=[CH:6][C:5]([NH:8][C:9]2[CH:17]=[CH:16][C:12]([C:13]([OH:15])=O)=[CH:11][N:10]=2)=[CH:4][CH:3]=1.S(Cl)(Cl)=O.[NH:22]1[CH2:27][CH2:26][CH2:25][CH2:24][CH2:23]1.C(N(CC)CC)C. The catalyst is C(Cl)Cl.CC(OC)(C)C. The product is [CH3:1][C:2]1[N:7]=[CH:6][C:5]([NH:8][C:9]2[N:10]=[CH:11][C:12]([C:13]([N:22]3[CH2:27][CH2:26][CH2:25][CH2:24][CH2:23]3)=[O:15])=[CH:16][CH:17]=2)=[CH:4][CH:3]=1. The yield is 0.630. (5) The reactants are [CH:1]([C:3]1[S:7][C:6](B(O)O)=[C:5]([CH3:11])[CH:4]=1)=O.IC1[C:21]2[C:16](=[N:17][CH:18]=[N:19][C:20]=2[NH2:22])[N:15]([CH:23]([CH3:25])[CH3:24])[N:14]=1.[C:26]([O-])([O-])=[O:27].[Na+].[Na+]. The catalyst is CCO.COCCOC.C1C=CC([P]([Pd]([P](C2C=CC=CC=2)(C2C=CC=CC=2)C2C=CC=CC=2)([P](C2C=CC=CC=2)(C2C=CC=CC=2)C2C=CC=CC=2)[P](C2C=CC=CC=2)(C2C=CC=CC=2)C2C=CC=CC=2)(C2C=CC=CC=2)C2C=CC=CC=2)=CC=1. The product is [NH2:22][C:20]1[N:19]=[CH:18][N:17]=[C:16]2[N:15]([CH:23]([CH3:25])[CH3:24])[N:14]=[C:1]([C:3]3[S:7][C:6]([CH:26]=[O:27])=[C:5]([CH3:11])[CH:4]=3)[C:21]=12. The yield is 0.380. (6) The reactants are C(OC([N:8]1[CH2:13][CH2:12][CH:11]([S:14][C:15]([C:18]([O:20][CH2:21][CH3:22])=[O:19])([CH3:17])[CH3:16])[CH2:10][CH2:9]1)=O)(C)(C)C.Cl. The catalyst is O1CCOCC1. The product is [CH2:21]([O:20][C:18](=[O:19])[C:15]([CH3:17])([S:14][CH:11]1[CH2:10][CH2:9][NH:8][CH2:13][CH2:12]1)[CH3:16])[CH3:22]. The yield is 0.920. (7) The reactants are [CH3:1][O:2][C:3]1[CH:4]=[C:5]([NH:9][C:10]2[CH:11]=[N:12][CH:13]=[CH:14][C:15]=2[CH3:16])[CH:6]=[CH:7][CH:8]=1. The catalyst is FC(F)(F)C(O)=O.C([O-])(=O)C.[Pd+2].C([O-])(=O)C. The product is [CH3:1][O:2][C:3]1[CH:8]=[CH:7][C:6]2[C:11]3[N:12]=[CH:13][CH:14]=[C:15]([CH3:16])[C:10]=3[NH:9][C:5]=2[CH:4]=1. The yield is 0.800. (8) The reactants are Cl[C:2]1[CH:7]=[CH:6][C:5]([N+:8]([O-])=O)=[CH:4][N:3]=1.[NH:11]1[CH2:16][CH2:15][CH:14]([OH:17])[CH2:13][CH2:12]1.C([O-])([O-])=O.[K+].[K+]. The catalyst is CN(C=O)C. The product is [NH2:8][C:5]1[CH:6]=[CH:7][C:2]([N:11]2[CH2:16][CH2:15][CH:14]([OH:17])[CH2:13][CH2:12]2)=[N:3][CH:4]=1. The yield is 0.942. (9) The reactants are [CH3:1][O:2][C:3]1[CH:4]=[C:5]2[C:10](=[CH:11][C:12]=1[O:13][CH3:14])[N:9]=[CH:8][CH:7]=[C:6]2[O:15][C:16]1[C:22]([CH3:23])=[CH:21][C:19]([NH2:20])=[C:18]([CH3:24])[CH:17]=1.Cl[C:26](Cl)([O:28]C(=O)OC(Cl)(Cl)Cl)Cl.[N:37]1([CH2:43][CH2:44][CH:45]([OH:49])[CH2:46][CH2:47][CH3:48])[CH2:42][CH2:41][CH2:40][CH2:39][CH2:38]1.C(=O)(O)[O-].[Na+]. The catalyst is C(Cl)Cl.C(N(CC)CC)C.C1(C)C=CC=CC=1. The product is [CH3:1][O:2][C:3]1[CH:4]=[C:5]2[C:10](=[CH:11][C:12]=1[O:13][CH3:14])[N:9]=[CH:8][CH:7]=[C:6]2[O:15][C:16]1[C:22]([CH3:23])=[CH:21][C:19]([NH:20][C:26](=[O:28])[O:49][CH:45]([CH2:44][CH2:43][N:37]2[CH2:42][CH2:41][CH2:40][CH2:39][CH2:38]2)[CH2:46][CH2:47][CH3:48])=[C:18]([CH3:24])[CH:17]=1. The yield is 0.820.